This data is from Peptide-MHC class II binding affinity with 134,281 pairs from IEDB. The task is: Regression. Given a peptide amino acid sequence and an MHC pseudo amino acid sequence, predict their binding affinity value. This is MHC class II binding data. The peptide sequence is KEADYSQIPISINYR. The MHC is DRB1_0404 with pseudo-sequence DRB1_0404. The binding affinity (normalized) is 0.455.